Predict which catalyst facilitates the given reaction. From a dataset of Catalyst prediction with 721,799 reactions and 888 catalyst types from USPTO. (1) Reactant: [CH2:1]=[CH:2][C:3]1[CH:8]=[CH:7][CH:6]=[CH:5][CH:4]=1.[C:9]([O:14][CH2:15][CH2:16][CH2:17][CH3:18])(=[O:13])[C:10]([CH3:12])=[CH2:11]. Product: [CH2:1]=[CH:2][C:3]1[CH:8]=[CH:7][CH:6]=[CH:5][CH:4]=1.[C:9]([O:14][CH2:15][CH2:16][CH2:17][CH3:18])(=[O:13])[C:10]([CH3:12])=[CH2:11]. The catalyst class is: 9. (2) Reactant: [C:1](=[O:22])(OC1C=CC([N+]([O-])=O)=CC=1)[O:2][CH2:3][C:4]1[CH:9]=[C:8]([CH3:10])[N:7]=[C:6]([CH3:11])[CH:5]=1.CCN(C(C)C)C(C)C.[CH3:32][N:33]1[CH2:38][CH2:37][NH:36][CH2:35][CH2:34]1. Product: [CH3:32][N:33]1[CH2:38][CH2:37][N:36]([C:1]([O:2][CH2:3][C:4]2[CH:5]=[C:6]([CH3:11])[N:7]=[C:8]([CH3:10])[CH:9]=2)=[O:22])[CH2:35][CH2:34]1. The catalyst class is: 3. (3) Reactant: [Br:1][C:2]1[CH:9]=[CH:8][C:5]([CH:6]=[O:7])=[CH:4][C:3]=1[CH3:10].[CH3:11][Mg]Br.[Cl-].[NH4+]. Product: [Br:1][C:2]1[CH:9]=[CH:8][C:5]([CH:6]([OH:7])[CH3:11])=[CH:4][C:3]=1[CH3:10]. The catalyst class is: 7.